This data is from Catalyst prediction with 721,799 reactions and 888 catalyst types from USPTO. The task is: Predict which catalyst facilitates the given reaction. (1) Product: [OH:28][C:8]1[CH:7]([O:29][CH3:30])[CH2:12][CH:11]([CH3:13])[C:10](=[O:14])[C:9]=1[C:15]([C:17]1[C:18]([CH3:27])=[N:19][C:20]([C:23]([F:26])([F:24])[F:25])=[CH:21][CH:22]=1)=[O:16]. The catalyst class is: 38. Reactant: [OH-].[K+].COC([C:7]1([O:29][CH3:30])[CH2:12][CH:11]([CH3:13])[C:10](=[O:14])[C:9]([C:15]([C:17]2[C:18]([CH3:27])=[N:19][C:20]([C:23]([F:26])([F:25])[F:24])=[CH:21][CH:22]=2)=[O:16])=[C:8]1[OH:28])=O. (2) Reactant: [C:1]([O:5][C:6]([N:8]1[CH2:13][CH2:12][C:11](=[C:14]([C:18]2[CH:23]=[CH:22][CH:21]=[CH:20][CH:19]=2)[C:15](O)=[O:16])[CH2:10][CH2:9]1)=[O:7])([CH3:4])([CH3:3])[CH3:2].CCN=C=NCCCN(C)C.C1C=CC2N(O)[N:42]=[N:41]C=2C=1.O.NN. Product: [C:1]([O:5][C:6]([N:8]1[CH2:13][CH2:12][C:11](=[C:14]([C:18]2[CH:23]=[CH:22][CH:21]=[CH:20][CH:19]=2)[C:15]([NH:41][NH2:42])=[O:16])[CH2:10][CH2:9]1)=[O:7])([CH3:4])([CH3:3])[CH3:2]. The catalyst class is: 18. (3) Reactant: [Cl:1][C:2]1[NH:6][C:5]([CH3:7])=[N:4][C:3]=1[C:8]1[CH:9]=[C:10]([CH:14]=[CH:15][C:16]=1[CH3:17])[C:11]([OH:13])=O.Cl.[NH:19]1[CH2:22][CH:21]([C:23]2[CH:30]=[CH:29][C:26]([C:27]#[N:28])=[CH:25][CH:24]=2)[CH2:20]1.CCN=C=NCCCN(C)C.C1C=CC2N(O)N=NC=2C=1.CCN(C(C)C)C(C)C. Product: [Cl:1][C:2]1[N:6]=[C:5]([CH3:7])[NH:4][C:3]=1[C:8]1[CH:9]=[C:10]([CH:14]=[CH:15][C:16]=1[CH3:17])[C:11]([N:19]1[CH2:22][CH:21]([C:23]2[CH:30]=[CH:29][C:26]([C:27]#[N:28])=[CH:25][CH:24]=2)[CH2:20]1)=[O:13]. The catalyst class is: 18. (4) Reactant: Cl.Cl.[NH2:3][CH:4]1[CH2:9][CH2:8][N:7]([C:10]2[C:20]([C:21]#[N:22])=[CH:19][C:13]([C:14]([O:16][CH2:17][CH3:18])=[O:15])=[C:12]([CH3:23])[N:11]=2)[CH2:6][CH2:5]1.CCN(C(C)C)C(C)C.[Cl:33][C:34]1[CH:39]=[CH:38][C:37]([S:40]([N:43]=[C:44]=[O:45])(=[O:42])=[O:41])=[CH:36][CH:35]=1.CCOC(C)=O. Product: [Cl:33][C:34]1[CH:35]=[CH:36][C:37]([S:40]([NH:43][C:44]([NH:3][CH:4]2[CH2:9][CH2:8][N:7]([C:10]3[C:20]([C:21]#[N:22])=[CH:19][C:13]([C:14]([O:16][CH2:17][CH3:18])=[O:15])=[C:12]([CH3:23])[N:11]=3)[CH2:6][CH2:5]2)=[O:45])(=[O:41])=[O:42])=[CH:38][CH:39]=1. The catalyst class is: 2. (5) Reactant: [CH3:1][O:2][C:3]1[CH:4]=[C:5]2[C:9](=[CH:10][CH:11]=1)[NH:8][CH2:7][CH2:6]2.C(N(CC)C(C)C)(C)C.[C:21](Cl)(=[O:28])[C:22]1[CH:27]=[CH:26][CH:25]=[CH:24][CH:23]=1. Product: [CH3:1][O:2][C:3]1[CH:4]=[C:5]2[C:9](=[CH:10][CH:11]=1)[N:8]([C:21](=[O:28])[C:22]1[CH:27]=[CH:26][CH:25]=[CH:24][CH:23]=1)[CH2:7][CH2:6]2. The catalyst class is: 96. (6) Reactant: C(Cl)CCl.[CH3:5][C@H:6]([NH:14]CCCCN)[CH2:7][C:8]1[CH:13]=[CH:12][CH:11]=[CH:10][CH:9]=1.C(N(C(C)C)CC)(C)C. Product: [NH2:14][CH:6]([CH2:7][C:8]1[CH:13]=[CH:12][CH:11]=[CH:10][CH:9]=1)[CH3:5]. The catalyst class is: 127. (7) Reactant: F[C:2]1[CH:7]=[CH:6][C:5]([S:8]([CH3:11])(=[O:10])=[O:9])=[CH:4][C:3]=1[C:12]([N:14]1[CH2:19][CH2:18][N:17]([C:20]2[CH:25]=[CH:24][C:23]([C:26]([F:29])([F:28])[F:27])=[CH:22][N:21]=2)[CH2:16][CH2:15]1)=[O:13].[F:30][C:31]([F:37])([F:36])[C:32]([OH:35])([CH3:34])[CH3:33].C(=O)([O-])[O-].[K+].[K+].C(=O)([O-])[O-].[Cs+].[Cs+]. Product: [CH3:11][S:8]([C:5]1[CH:6]=[CH:7][C:2]([O:35][C:32]([CH3:34])([CH3:33])[C:31]([F:37])([F:36])[F:30])=[C:3]([C:12]([N:14]2[CH2:19][CH2:18][N:17]([C:20]3[CH:25]=[CH:24][C:23]([C:26]([F:27])([F:28])[F:29])=[CH:22][N:21]=3)[CH2:16][CH2:15]2)=[O:13])[CH:4]=1)(=[O:10])=[O:9]. The catalyst class is: 44.